This data is from NCI-60 drug combinations with 297,098 pairs across 59 cell lines. The task is: Regression. Given two drug SMILES strings and cell line genomic features, predict the synergy score measuring deviation from expected non-interaction effect. (1) Synergy scores: CSS=-5.51, Synergy_ZIP=6.16, Synergy_Bliss=-0.142, Synergy_Loewe=-6.33, Synergy_HSA=-8.20. Drug 1: CS(=O)(=O)C1=CC(=C(C=C1)C(=O)NC2=CC(=C(C=C2)Cl)C3=CC=CC=N3)Cl. Cell line: MDA-MB-435. Drug 2: C(=O)(N)NO. (2) Drug 1: C1CN1P(=S)(N2CC2)N3CC3. Drug 2: CN1C(=O)N2C=NC(=C2N=N1)C(=O)N. Cell line: EKVX. Synergy scores: CSS=1.89, Synergy_ZIP=-0.968, Synergy_Bliss=-1.14, Synergy_Loewe=-4.16, Synergy_HSA=-2.54. (3) Drug 1: C1CN1P(=S)(N2CC2)N3CC3. Drug 2: CC1=C2C(C(=O)C3(C(CC4C(C3C(C(C2(C)C)(CC1OC(=O)C(C(C5=CC=CC=C5)NC(=O)OC(C)(C)C)O)O)OC(=O)C6=CC=CC=C6)(CO4)OC(=O)C)O)C)O. Cell line: UACC62. Synergy scores: CSS=26.2, Synergy_ZIP=-1.97, Synergy_Bliss=4.07, Synergy_Loewe=3.12, Synergy_HSA=3.19. (4) Drug 1: COC1=C2C(=CC3=C1OC=C3)C=CC(=O)O2. Drug 2: N.N.Cl[Pt+2]Cl. Cell line: NCI-H522. Synergy scores: CSS=72.3, Synergy_ZIP=-2.35, Synergy_Bliss=0.772, Synergy_Loewe=3.16, Synergy_HSA=5.94. (5) Drug 1: CC1=C2C(C(=O)C3(C(CC4C(C3C(C(C2(C)C)(CC1OC(=O)C(C(C5=CC=CC=C5)NC(=O)OC(C)(C)C)O)O)OC(=O)C6=CC=CC=C6)(CO4)OC(=O)C)O)C)O. Drug 2: C1CCC(C(C1)N)N.C(=O)(C(=O)[O-])[O-].[Pt+4]. Cell line: SW-620. Synergy scores: CSS=36.1, Synergy_ZIP=-8.22, Synergy_Bliss=-5.85, Synergy_Loewe=1.20, Synergy_HSA=1.38. (6) Synergy scores: CSS=21.4, Synergy_ZIP=-5.84, Synergy_Bliss=-2.92, Synergy_Loewe=0.212, Synergy_HSA=1.37. Drug 1: CC1CCC2CC(C(=CC=CC=CC(CC(C(=O)C(C(C(=CC(C(=O)CC(OC(=O)C3CCCCN3C(=O)C(=O)C1(O2)O)C(C)CC4CCC(C(C4)OC)O)C)C)O)OC)C)C)C)OC. Cell line: MDA-MB-231. Drug 2: CC1=C(N=C(N=C1N)C(CC(=O)N)NCC(C(=O)N)N)C(=O)NC(C(C2=CN=CN2)OC3C(C(C(C(O3)CO)O)O)OC4C(C(C(C(O4)CO)O)OC(=O)N)O)C(=O)NC(C)C(C(C)C(=O)NC(C(C)O)C(=O)NCCC5=NC(=CS5)C6=NC(=CS6)C(=O)NCCC[S+](C)C)O. (7) Drug 1: CC1=C(C(CCC1)(C)C)C=CC(=CC=CC(=CC(=O)O)C)C. Drug 2: CCC1(C2=C(COC1=O)C(=O)N3CC4=CC5=C(C=CC(=C5CN(C)C)O)N=C4C3=C2)O.Cl. Cell line: COLO 205. Synergy scores: CSS=58.3, Synergy_ZIP=4.35, Synergy_Bliss=1.06, Synergy_Loewe=-13.8, Synergy_HSA=3.49.